Dataset: Forward reaction prediction with 1.9M reactions from USPTO patents (1976-2016). Task: Predict the product of the given reaction. Given the reactants [C:1]([O:20][CH2:21][C:22]([NH:24][NH2:25])=[O:23])([C:14]1[CH:19]=[CH:18][CH:17]=[CH:16][CH:15]=1)([C:8]1[CH:13]=[CH:12][CH:11]=[CH:10][CH:9]=1)[C:2]1[CH:7]=[CH:6][CH:5]=[CH:4][CH:3]=1.[CH2:26]([N:29]=[C:30]=[O:31])[CH2:27][CH3:28], predict the reaction product. The product is: [CH2:26]([NH:29][C:30]([NH:25][NH:24][C:22](=[O:23])[CH2:21][O:20][C:1]([C:8]1[CH:13]=[CH:12][CH:11]=[CH:10][CH:9]=1)([C:14]1[CH:15]=[CH:16][CH:17]=[CH:18][CH:19]=1)[C:2]1[CH:3]=[CH:4][CH:5]=[CH:6][CH:7]=1)=[O:31])[CH2:27][CH3:28].